This data is from Forward reaction prediction with 1.9M reactions from USPTO patents (1976-2016). The task is: Predict the product of the given reaction. (1) Given the reactants [CH3:1][C:2]1([CH3:33])[C:6]2[C:7]([O:11][C:12]3[N:17]=[CH:16][C:15]([NH:18][C:19]([C:21]4([NH:25]C(=O)OC(C)(C)C)[CH2:24]C[CH2:22]4)=[O:20])=[CH:14][CH:13]=3)=[CH:8][CH:9]=[CH:10][C:5]=2[O:4][CH2:3]1.CC1(C)C2C(OC3N=CC(NC(C4(NC(=O)OC(C)(C)C)CC4)=O)=CC=3)=CC=CC=2OC1, predict the reaction product. The product is: [NH2:25][C:21]1([C:19]([NH:18][C:15]2[CH:16]=[N:17][C:12]([O:11][C:7]3[C:6]4[C:2]([CH3:1])([CH3:33])[CH2:3][O:4][C:5]=4[CH:10]=[CH:9][CH:8]=3)=[CH:13][CH:14]=2)=[O:20])[CH2:22][CH2:24]1. (2) The product is: [Cl:24][C:25]1[N:30]=[CH:29][C:28]([C:31]2[N:32]=[C:33]([O:41][CH2:42][CH2:43][O:44][CH3:45])[C:34]3[CH2:40][N:39]([C:10]([C:3]4[CH:2]=[N:1][N:5]5[CH:6]=[CH:7][CH:8]=[CH:9][C:4]=45)=[O:12])[CH2:38][CH2:37][C:35]=3[N:36]=2)=[CH:27][CH:26]=1. Given the reactants [N:1]1[N:5]2[CH:6]=[CH:7][CH:8]=[CH:9][C:4]2=[C:3]([C:10]([OH:12])=O)[CH:2]=1.CN(C)C=O.C(Cl)(=O)C(Cl)=O.[Cl:24][C:25]1[N:30]=[CH:29][C:28]([C:31]2[N:32]=[C:33]([O:41][CH2:42][CH2:43][O:44][CH3:45])[C:34]3[CH2:40][NH:39][CH2:38][CH2:37][C:35]=3[N:36]=2)=[CH:27][CH:26]=1, predict the reaction product. (3) Given the reactants [CH3:1][O:2][C:3]1[CH:25]=[CH:24][C:23]([C:26]2[CH:27]=[N:28][C:29]([CH3:32])=[CH:30][CH:31]=2)=[CH:22][C:4]=1[CH2:5][NH:6][CH:7]1[CH2:12][CH2:11][CH:10]([N:13]([CH3:21])[C:14](=[O:20])[O:15][C:16]([CH3:19])([CH3:18])[CH3:17])[CH2:9][CH2:8]1.[Cl:33][C:34]1[C:35]2[C:45]([F:46])=[CH:44][CH:43]=[C:42]([F:47])[C:36]=2[S:37][C:38]=1[C:39](Cl)=[O:40], predict the reaction product. The product is: [Cl:33][C:34]1[C:35]2[C:45]([F:46])=[CH:44][CH:43]=[C:42]([F:47])[C:36]=2[S:37][C:38]=1[C:39]([N:6]([CH2:5][C:4]1[CH:22]=[C:23]([C:26]2[CH:27]=[N:28][C:29]([CH3:32])=[CH:30][CH:31]=2)[CH:24]=[CH:25][C:3]=1[O:2][CH3:1])[CH:7]1[CH2:8][CH2:9][CH:10]([N:13]([CH3:21])[C:14](=[O:20])[O:15][C:16]([CH3:19])([CH3:18])[CH3:17])[CH2:11][CH2:12]1)=[O:40]. (4) Given the reactants CN(C(ON1N=NC2C=CC=CC1=2)=[N+](C)C)C.[B-](F)(F)(F)F.[NH2:23][C:24]1[C:32]2[C:31]([C:33]3[CH:38]=[CH:37][CH:36]=[C:35]([NH2:39])[CH:34]=3)=[N:30][C:29]([CH3:40])=[N:28][C:27]=2[S:26][C:25]=1[C:41](O)=[S:42].CCN(C(C)C)C(C)C.[C:53]([NH2:57])([CH3:56])([CH3:55])[CH3:54], predict the reaction product. The product is: [C:53]([NH:57][C:41]([C:25]1[S:26][C:27]2[N:28]=[C:29]([CH3:40])[N:30]=[C:31]([C:33]3[CH:38]=[CH:37][CH:36]=[C:35]([NH2:39])[CH:34]=3)[C:32]=2[C:24]=1[NH2:23])=[S:42])([CH3:56])([CH3:55])[CH3:54].